From a dataset of Full USPTO retrosynthesis dataset with 1.9M reactions from patents (1976-2016). Predict the reactants needed to synthesize the given product. (1) The reactants are: C(O[BH-](OC(=O)C)OC(=O)C)(=O)C.[Na+].[CH:15]([C:17]1[CH:37]=[CH:36][C:20]([C:21]([NH:23][C:24]2[N:25]=[CH:26][N:27]3[C:31]([C:32]([F:35])([F:34])[F:33])=[CH:30][S:29][C:28]=23)=[O:22])=[CH:19][CH:18]=1)=O.[NH:38]1[CH2:43][CH2:42][O:41][CH2:40][CH2:39]1.C([O-])(O)=O.[Na+]. Given the product [N:38]1([CH2:15][C:17]2[CH:18]=[CH:19][C:20]([C:21]([NH:23][C:24]3[N:25]=[CH:26][N:27]4[C:31]([C:32]([F:34])([F:35])[F:33])=[CH:30][S:29][C:28]=34)=[O:22])=[CH:36][CH:37]=2)[CH2:43][CH2:42][O:41][CH2:40][CH2:39]1, predict the reactants needed to synthesize it. (2) Given the product [Cl:1][C:2]1[CH:31]=[CH:30][C:5]2[NH:6][C:7](=[O:29])[CH:8]([CH2:18][C:19]3[CH:28]=[CH:27][C:26]4[C:21](=[CH:22][CH:23]=[CH:24][CH:25]=4)[CH:20]=3)[N:9]=[C:10]([N:11]3[CH2:12][CH2:13][C:14]([OH:17])([C:37]4[CH:38]=[CH:39][C:34]([O:33][CH3:32])=[CH:35][CH:36]=4)[CH2:15][CH2:16]3)[C:4]=2[CH:3]=1, predict the reactants needed to synthesize it. The reactants are: [Cl:1][C:2]1[CH:31]=[CH:30][C:5]2[NH:6][C:7](=[O:29])[CH:8]([CH2:18][C:19]3[CH:28]=[CH:27][C:26]4[C:21](=[CH:22][CH:23]=[CH:24][CH:25]=4)[CH:20]=3)[N:9]=[C:10]([N:11]3[CH2:16][CH2:15][C:14](=[O:17])[CH2:13][CH2:12]3)[C:4]=2[CH:3]=1.[CH3:32][O:33][C:34]1[CH:39]=[CH:38][C:37]([Mg]Br)=[CH:36][CH:35]=1.